The task is: Predict which catalyst facilitates the given reaction.. This data is from Catalyst prediction with 721,799 reactions and 888 catalyst types from USPTO. (1) Reactant: Cl.N[OH:3].Cl[C:5](Cl)(Cl)[CH:6]([OH:8])O.S([O-])([O-])(=O)=O.[Na+].[Na+].[F:18][C:19]1[CH:20]=[C:21]([CH:23]=[C:24]([F:26])[CH:25]=1)[NH2:22]. Product: [F:18][C:19]1[CH:25]=[C:24]([F:26])[CH:23]=[C:21]2[C:20]=1[C:6](=[O:8])[C:5](=[O:3])[NH:22]2. The catalyst class is: 6. (2) Reactant: [CH3:1][O:2][C:3](=[O:14])[C:4]1[CH:9]=[C:8]([O:10][CH3:11])[CH:7]=[C:6]([Br:12])[C:5]=1[OH:13].CI.[C:17](=O)([O-])[O-].[K+].[K+].O. Product: [CH3:1][O:2][C:3](=[O:14])[C:4]1[CH:9]=[C:8]([O:10][CH3:11])[CH:7]=[C:6]([Br:12])[C:5]=1[O:13][CH3:17]. The catalyst class is: 21.